The task is: Predict the product of the given reaction.. This data is from Forward reaction prediction with 1.9M reactions from USPTO patents (1976-2016). (1) Given the reactants [CH3:1][S:2]([C:5]1[C:6]([S:18]([F:23])([F:22])([F:21])([F:20])[F:19])=[CH:7][C:8]([CH3:17])=[C:9]([CH:16]=1)[C:10]([NH:12][C:13]([NH2:15])=[NH:14])=[O:11])(=[O:4])=[O:3].[CH3:24][S:25]([OH:28])(=[O:27])=[O:26], predict the reaction product. The product is: [CH3:24][S:25]([OH:28])(=[O:27])=[O:26].[CH3:1][S:2]([C:5]1[C:6]([S:18]([F:22])([F:23])([F:19])([F:20])[F:21])=[CH:7][C:8]([CH3:17])=[C:9]([CH:16]=1)[C:10]([NH:12][C:13]([NH2:15])=[NH:14])=[O:11])(=[O:4])=[O:3]. (2) Given the reactants [CH:1]([C:4]1[CH:9]=[CH:8][C:7]([CH:10]2[C:14]3[C:15]([CH3:30])=[C:16]([NH:21][C:22](=O)[O:23]CC(Cl)(Cl)Cl)[C:17]([CH3:20])=[C:18]([CH3:19])[C:13]=3[O:12][CH2:11]2)=[CH:6][CH:5]=1)([CH3:3])[CH3:2].[CH2:31]([NH2:34])[CH2:32][CH3:33], predict the reaction product. The product is: [CH:1]([C:4]1[CH:9]=[CH:8][C:7]([CH:10]2[C:14]3[C:15]([CH3:30])=[C:16]([NH:21][C:22]([NH:34][CH2:31][CH2:32][CH3:33])=[O:23])[C:17]([CH3:20])=[C:18]([CH3:19])[C:13]=3[O:12][CH2:11]2)=[CH:6][CH:5]=1)([CH3:2])[CH3:3]. (3) Given the reactants [Cl:1][C:2]1[CH:7]=[CH:6][C:5]([S:8](Cl)(=[O:10])=[O:9])=[CH:4][C:3]=1[C:12]([F:15])([F:14])[F:13].[Br:16][C:17]1[C:22]([NH2:23])=[CH:21][C:20]([Cl:24])=[CH:19][N:18]=1, predict the reaction product. The product is: [Br:16][C:17]1[C:22]([NH:23][S:8]([C:5]2[CH:6]=[CH:7][C:2]([Cl:1])=[C:3]([C:12]([F:15])([F:14])[F:13])[CH:4]=2)(=[O:10])=[O:9])=[CH:21][C:20]([Cl:24])=[CH:19][N:18]=1. (4) Given the reactants Br[C:2]1[S:3][C:4]([NH:33]C(=O)OC(C)(C)C)=[C:5]([C:7](=[O:32])[NH:8][C:9]2[CH:10]=[N:11][N:12]([CH3:31])[C:13]=2[C@@H:14]2[CH2:20][CH2:19][C@@H:18]([NH:21]C(OC(C)(C)C)=O)[C@@H:17]([O:29][CH3:30])[CH2:16][O:15]2)[N:6]=1.[F:41][C:42]1[CH:47]=[CH:46][C:45]([CH3:48])=[CH:44][C:43]=1B(O)O, predict the reaction product. The product is: [NH2:33][C:4]1[S:3][C:2]([C:43]2[CH:44]=[C:45]([CH3:48])[CH:46]=[CH:47][C:42]=2[F:41])=[N:6][C:5]=1[C:7]([NH:8][C:9]1[CH:10]=[N:11][N:12]([CH3:31])[C:13]=1[C@@H:14]1[CH2:20][CH2:19][C@@H:18]([NH2:21])[C@@H:17]([O:29][CH3:30])[CH2:16][O:15]1)=[O:32].